Task: Predict the reactants needed to synthesize the given product.. Dataset: Full USPTO retrosynthesis dataset with 1.9M reactions from patents (1976-2016) Given the product [C:25]([C:24]1[CH:27]=[CH:28][CH:29]=[CH:30][C:23]=1[CH2:22][O:1][CH:2]1[CH:7]([C:8]2[CH:13]=[CH:12][CH:11]=[CH:10][CH:9]=2)[CH2:6][CH2:5][N:4]([C:14]([O:16][C:17]([CH3:20])([CH3:19])[CH3:18])=[O:15])[CH2:3]1)#[N:26], predict the reactants needed to synthesize it. The reactants are: [OH:1][CH:2]1[CH:7]([C:8]2[CH:13]=[CH:12][CH:11]=[CH:10][CH:9]=2)[CH2:6][CH2:5][N:4]([C:14]([O:16][C:17]([CH3:20])([CH3:19])[CH3:18])=[O:15])[CH2:3]1.Br[CH2:22][C:23]1[CH:30]=[CH:29][CH:28]=[CH:27][C:24]=1[C:25]#[N:26].